The task is: Binary Classification. Given a T-cell receptor sequence (or CDR3 region) and an epitope sequence, predict whether binding occurs between them.. This data is from TCR-epitope binding with 47,182 pairs between 192 epitopes and 23,139 TCRs. (1) The epitope is ARMILMTHF. The TCR CDR3 sequence is CSAREFGLDSYNEQFF. Result: 0 (the TCR does not bind to the epitope). (2) The epitope is LLWNGPMAV. The TCR CDR3 sequence is CASSLNPSTDTQYF. Result: 1 (the TCR binds to the epitope). (3) The epitope is RLRPGGKKR. The TCR CDR3 sequence is CASSSGRGVEGYTF. Result: 0 (the TCR does not bind to the epitope). (4) Result: 1 (the TCR binds to the epitope). The TCR CDR3 sequence is CASSPGRLLEQYF. The epitope is ELAGIGILTV. (5) Result: 0 (the TCR does not bind to the epitope). The TCR CDR3 sequence is CSARDVDSQETQYF. The epitope is RAKFKQLL. (6) The epitope is SFHSLHLLF. The TCR CDR3 sequence is CASSPGTGGWFIFSGANVLTF. Result: 0 (the TCR does not bind to the epitope).